From a dataset of Forward reaction prediction with 1.9M reactions from USPTO patents (1976-2016). Predict the product of the given reaction. (1) Given the reactants C(C1C=C(C(C)(C)C)C=CC=1O)(C)(C)C.[C:16]([C:20]1[CH:25]=[C:24]([C:26]([CH3:29])([CH3:28])[CH3:27])[CH:23]=[C:22]([CH2:30][O:31][CH2:32][CH2:33][CH2:34][CH3:35])[C:21]=1[OH:36])([CH3:19])([CH3:18])[CH3:17].C=O.C(NCCCC)CCC.C(O)(=O)C.C(O)CCC, predict the reaction product. The product is: [C:16]([C:20]1[CH:25]=[C:24]([C:26]([CH3:27])([CH3:28])[CH3:29])[CH:23]=[C:22]([CH2:30][O:31][CH2:32][CH2:33][CH2:34][CH3:35])[C:21]=1[OH:36])([CH3:17])([CH3:18])[CH3:19]. (2) The product is: [C:9]([N:3]1[C@@H:2]([CH3:1])[C:6](=[O:7])[O:5][C:4]1=[O:8])(=[O:11])[CH3:10]. Given the reactants [CH3:1][C@H:2]1[C:6](=[O:7])[O:5][C:4](=[O:8])[NH:3]1.[C:9](Cl)(=[O:11])[CH3:10], predict the reaction product.